Predict the reactants needed to synthesize the given product. From a dataset of Full USPTO retrosynthesis dataset with 1.9M reactions from patents (1976-2016). (1) Given the product [C:1]([O:5][C@H:6]([C@H:8]1[CH2:12][O:11][C:10](=[O:13])[N:9]1[C:14]1[C:19]([F:20])=[CH:18][N:17]=[C:16]([NH:21][C@H:22]([CH:24]2[CH2:29][CH2:28][N:27]([C:31]3[CH:36]=[CH:35][C:34]([Cl:37])=[C:33]([O:38][C:39]([F:41])([F:42])[F:40])[CH:32]=3)[CH2:26][CH2:25]2)[CH3:23])[N:15]=1)[CH3:7])([CH3:3])([CH3:4])[CH3:2], predict the reactants needed to synthesize it. The reactants are: [C:1]([O:5][C@H:6]([C@H:8]1[CH2:12][O:11][C:10](=[O:13])[N:9]1[C:14]1[C:19]([F:20])=[CH:18][N:17]=[C:16]([NH:21][C@H:22]([CH:24]2[CH2:29][CH2:28][NH:27][CH2:26][CH2:25]2)[CH3:23])[N:15]=1)[CH3:7])([CH3:4])([CH3:3])[CH3:2].Br[C:31]1[CH:36]=[CH:35][C:34]([Cl:37])=[C:33]([O:38][C:39]([F:42])([F:41])[F:40])[CH:32]=1.C1C=CC(P(C2C(C3C(P(C4C=CC=CC=4)C4C=CC=CC=4)=CC=C4C=3C=CC=C4)=C3C(C=CC=C3)=CC=2)C2C=CC=CC=2)=CC=1.C([O-])([O-])=O.[Cs+].[Cs+]. (2) Given the product [CH2:60]([O:59][C:56](=[O:58])[CH2:57][C:19]([C:18]1[CH:22]=[CH:23][C:15]([CH2:14][N:12]2[CH:13]=[C:9]([C:3]3[CH:4]=[CH:5][C:6]([Cl:8])=[CH:7][C:2]=3[Cl:1])[N:10]=[C:11]2/[CH:24]=[CH:25]/[C:26]2[CH:31]=[CH:30][C:29]([C:32]3[CH:37]=[CH:36][CH:35]=[C:34]([C:38]([F:39])([F:40])[F:41])[CH:33]=3)=[CH:28][CH:27]=2)=[CH:16][CH:17]=1)=[O:20])[CH3:61], predict the reactants needed to synthesize it. The reactants are: [Cl:1][C:2]1[CH:7]=[C:6]([Cl:8])[CH:5]=[CH:4][C:3]=1[C:9]1[N:10]=[C:11](/[CH:24]=[CH:25]/[C:26]2[CH:31]=[CH:30][C:29]([C:32]3[CH:37]=[CH:36][CH:35]=[C:34]([C:38]([F:41])([F:40])[F:39])[CH:33]=3)=[CH:28][CH:27]=2)[N:12]([CH2:14][C:15]2[CH:23]=[CH:22][C:18]([C:19](O)=[O:20])=[CH:17][CH:16]=2)[CH:13]=1.C(Cl)(=O)C(Cl)=O.C([N-]C(C)C)(C)C.[Li+].[C:56]([O:59][CH2:60][CH3:61])(=[O:58])[CH3:57]. (3) Given the product [I:1][C:2]1[CH:3]=[CH:4][CH:5]=[C:6]2[C:11]=1[N:10]=[C:9]([S:12][CH3:15])[N:8]([CH3:13])[C:7]2=[O:14], predict the reactants needed to synthesize it. The reactants are: [I:1][C:2]1[CH:3]=[CH:4][CH:5]=[C:6]2[C:11]=1[NH:10][C:9](=[S:12])[N:8]([CH3:13])[C:7]2=[O:14].[C:15]([O-])([O-])=O.[K+].[K+].CI.